Predict the reaction yield, written as a fraction of the theoretical maximum amount of product (1.0 means a 100% yield; for example, 0.34 means a 34% yield). From a dataset of Reaction yield outcomes from USPTO patents with 853,638 reactions. (1) The reactants are Cl[C:2]1[CH:7]=[CH:6][C:5]([C:8]#[N:9])=[CH:4][N:3]=1.[CH3:10][S-:11].[Na+].C1COCC1.C(OCC)(=O)C. The catalyst is O. The product is [C:8]([C:5]1[CH:6]=[CH:7][C:2]([S:11][CH3:10])=[N:3][CH:4]=1)#[N:9]. The yield is 1.00. (2) The reactants are F.F.F.C(N(CC)CC)C.C(N(CC)CC)C.[Si]([O:35][CH2:36][C@H:37]1[O:41][C@@H:40]([N:42]2[CH:49]=[C:48]([CH3:50])[C:46](=[O:47])[NH:45][C:43]2=[O:44])[C@H:39]([O:51][CH2:52][CH2:53][O:54][N:55]([CH3:57])[CH3:56])[C@@H:38]1[OH:58])(C(C)(C)C)(C1C=CC=CC=1)C1C=CC=CC=1.CO. The catalyst is C1COCC1.C(Cl)Cl. The product is [CH3:56][N:55]([CH3:57])[O:54][CH2:53][CH2:52][O:51][C@@H:39]1[C@H:38]([OH:58])[C@@H:37]([CH2:36][OH:35])[O:41][C@H:40]1[N:42]1[CH:49]=[C:48]([CH3:50])[C:46](=[O:47])[NH:45][C:43]1=[O:44]. The yield is 0.925. (3) The reactants are C([O:3][P:4]([CH2:9][CH2:10][NH:11][CH2:12][C:13]([CH3:36])=[CH:14][CH2:15][C:16]1[C:17]([O:29]CC[Si](C)(C)C)=[C:18]2[C:22](=[C:23]([CH3:27])[C:24]=1[CH2:25][CH3:26])[CH2:21][O:20][C:19]2=[O:28])(=[O:8])[O:5]CC)C.C[Si](Br)(C)C. The catalyst is CN(C=O)C.C(Cl)Cl. The product is [CH2:25]([C:24]1[C:23]([CH3:27])=[C:22]2[C:18]([C:19](=[O:28])[O:20][CH2:21]2)=[C:17]([OH:29])[C:16]=1[CH2:15][CH:14]=[C:13]([CH3:36])[CH2:12][NH:11][CH2:10][CH2:9][P:4](=[O:3])([OH:8])[OH:5])[CH3:26]. The yield is 0.570. (4) The reactants are [Br:1][C:2]1[C:7]2[O:8][CH:9]([C:12]([O:14][CH2:15][CH3:16])=[O:13])[CH2:10][NH:11][C:6]=2[CH:5]=[CH:4][CH:3]=1.[C:17](O[C:17]([O:19][C:20]([CH3:23])([CH3:22])[CH3:21])=[O:18])([O:19][C:20]([CH3:23])([CH3:22])[CH3:21])=[O:18].C(OCC)(=O)C. The catalyst is O1CCCC1.CN(C1C=CN=CC=1)C. The product is [Br:1][C:2]1[C:7]2[O:8][CH:9]([C:12]([O:14][CH2:15][CH3:16])=[O:13])[CH2:10][N:11]([C:17]([O:19][C:20]([CH3:23])([CH3:22])[CH3:21])=[O:18])[C:6]=2[CH:5]=[CH:4][CH:3]=1. The yield is 0.950. (5) The reactants are IC1C2C(=CC([C@H]3[C@@]4(C5C(=CC=C(OC)C=5)NC4=O)C3)=CC=2)NN=1.CN1CCC(C2C=CC(B3OC(C)(C)C(C)(C)O3)=CC=2)CC1.[ClH:47].[CH3:48][O:49][C:50]1[CH:51]=[C:52]2[C:56](=[CH:57][CH:58]=1)[NH:55][C:54](=[O:59])[C@:53]12[CH2:61][C@H:60]1[C:62]1[CH:70]=[C:69]2[C:65]([C:66]([C:71]3[CH:76]=[CH:75][C:74]([CH:77]4[CH2:82][CH2:81][N:80]([CH3:83])[CH2:79][CH2:78]4)=[CH:73][CH:72]=3)=[N:67][NH:68]2)=[CH:64][CH:63]=1. The catalyst is CCOC(C)=O.O.C1COCC1. The product is [ClH:47].[CH3:48][O:49][C:50]1[CH:51]=[C:52]2[C:56](=[CH:57][CH:58]=1)[NH:55][C:54](=[O:59])[C@:53]12[CH2:61][C@H:60]1[C:62]1[CH:70]=[C:69]2[C:65]([C:66]([C:71]3[CH:76]=[CH:75][C:74]([CH:77]4[CH2:82][CH2:81][N:80]([CH3:83])[CH2:79][CH2:78]4)=[CH:73][CH:72]=3)=[N:67][NH:68]2)=[CH:64][CH:63]=1. The yield is 0.170.